This data is from Full USPTO retrosynthesis dataset with 1.9M reactions from patents (1976-2016). The task is: Predict the reactants needed to synthesize the given product. (1) Given the product [Cl:19][C:14]1[CH:15]=[CH:16][CH:17]=[CH:18][C:13]=1[N:12]1[CH:8]([C:5]2[CH:4]=[CH:3][C:2]([N:40]3[CH2:41][CH2:42][CH2:43][N:37]([C:30]([O:32][C:33]([CH3:36])([CH3:35])[CH3:34])=[O:31])[CH2:38][CH2:39]3)=[CH:7][CH:6]=2)[CH2:9][C:10]([C:20]([C:22]([F:24])([F:23])[F:25])([C:26]([F:28])([F:27])[F:29])[OH:21])=[N:11]1, predict the reactants needed to synthesize it. The reactants are: Br[C:2]1[CH:7]=[CH:6][C:5]([CH:8]2[N:12]([C:13]3[CH:18]=[CH:17][CH:16]=[CH:15][C:14]=3[Cl:19])[N:11]=[C:10]([C:20]([C:26]([F:29])([F:28])[F:27])([C:22]([F:25])([F:24])[F:23])[OH:21])[CH2:9]2)=[CH:4][CH:3]=1.[C:30]([N:37]1[CH2:43][CH2:42][CH2:41][NH:40][CH2:39][CH2:38]1)([O:32][C:33]([CH3:36])([CH3:35])[CH3:34])=[O:31].C1C=CC(P(C2C(C3C(P(C4C=CC=CC=4)C4C=CC=CC=4)=CC=C4C=3C=CC=C4)=C3C(C=CC=C3)=CC=2)C2C=CC=CC=2)=CC=1.CC(C)([O-])C.[Na+]. (2) Given the product [C:29]([C@@H:18]([NH:17][C:2]1[C:11]([C:12]([OH:14])=[O:13])=[CH:10][C:9]2[C:4](=[C:5]([Cl:16])[CH:6]=[C:7]([Cl:15])[CH:8]=2)[N:3]=1)[CH2:19][C:20]1[C:28]2[C:23](=[CH:24][CH:25]=[CH:26][CH:27]=2)[NH:22][CH:21]=1)([OH:31])=[O:30], predict the reactants needed to synthesize it. The reactants are: Cl[C:2]1[C:11]([C:12]([OH:14])=[O:13])=[CH:10][C:9]2[C:4](=[C:5]([Cl:16])[CH:6]=[C:7]([Cl:15])[CH:8]=2)[N:3]=1.[NH2:17][C@H:18]([C:29]([OH:31])=[O:30])[CH2:19][C:20]1[C:28]2[C:23](=[CH:24][CH:25]=[CH:26][CH:27]=2)[NH:22][CH:21]=1. (3) Given the product [C:34]([NH:17][NH:16][C:14]([C:13]1[C:9]([C:3]2[C:4]([F:8])=[CH:5][CH:6]=[CH:7][C:2]=2[Cl:1])=[N:10][O:11][C:12]=1[C:18]1[CH:19]=[N:20][N:21]([C:27]2[CH:32]=[CH:31][CH:30]=[CH:29][C:28]=2[F:33])[C:22]=1[C:23]([F:25])([F:26])[F:24])=[O:15])(=[O:36])[CH3:35], predict the reactants needed to synthesize it. The reactants are: [Cl:1][C:2]1[CH:7]=[CH:6][CH:5]=[C:4]([F:8])[C:3]=1[C:9]1[C:13]([C:14]([NH:16][NH2:17])=[O:15])=[C:12]([C:18]2[CH:19]=[N:20][N:21]([C:27]3[CH:32]=[CH:31][CH:30]=[CH:29][C:28]=3[F:33])[C:22]=2[C:23]([F:26])([F:25])[F:24])[O:11][N:10]=1.[C:34](Cl)(=[O:36])[CH3:35]. (4) Given the product [CH2:11]([C:18]1([CH3:38])[C:26]2[C:21](=[CH:22][CH:23]=[C:24]([O:27][CH3:28])[CH:25]=2)[C:20](=[O:29])[N:19]1[C:30]([O:32][C:33]([CH3:36])([CH3:35])[CH3:34])=[O:31])[C:12]1[CH:13]=[CH:14][CH:15]=[CH:16][CH:17]=1, predict the reactants needed to synthesize it. The reactants are: C[Si]([N-][Si](C)(C)C)(C)C.[Li+].[CH2:11]([CH:18]1[C:26]2[C:21](=[CH:22][CH:23]=[C:24]([O:27][CH3:28])[CH:25]=2)[C:20](=[O:29])[N:19]1[C:30]([O:32][C:33]([CH3:36])([CH3:35])[CH3:34])=[O:31])[C:12]1[CH:17]=[CH:16][CH:15]=[CH:14][CH:13]=1.I[CH3:38]. (5) Given the product [N:3]1([C:8]([CH:10]2[CH2:15][CH2:14][CH2:13][N:12]([CH:16]3[CH2:17][CH2:18][N:19]([C:28]([C:27]4[C:26]5[CH:31]=[CH:32][CH:33]=[CH:34][C:25]=5[S:24][C:23]=4[NH2:22])=[O:29])[CH2:20][CH2:21]3)[CH2:11]2)=[O:9])[CH2:7][CH2:6][CH2:5][CH2:4]1, predict the reactants needed to synthesize it. The reactants are: Cl.Cl.[N:3]1([C:8]([CH:10]2[CH2:15][CH2:14][CH2:13][N:12]([CH:16]3[CH2:21][CH2:20][NH:19][CH2:18][CH2:17]3)[CH2:11]2)=[O:9])[CH2:7][CH2:6][CH2:5][CH2:4]1.[NH2:22][C:23]1[S:24][C:25]2[CH:34]=[CH:33][CH:32]=[CH:31][C:26]=2[C:27]=1[C:28](O)=[O:29]. (6) Given the product [Cl:20][C:17]1[CH:18]=[CH:19][C:14]([C:6]2[NH:7][C:8]3[C:13]([C:5]=2[CH2:4][C:3]([OH:35])=[O:2])=[CH:12][CH:11]=[CH:10][CH:9]=3)=[CH:15][C:16]=1[S:21](=[O:33])(=[O:34])[NH:22][CH2:23][CH2:24][C:25]1[CH:30]=[CH:29][CH:28]=[CH:27][C:26]=1[O:31][CH3:32], predict the reactants needed to synthesize it. The reactants are: C[O:2][C:3](=[O:35])[CH2:4][C:5]1[C:13]2[C:8](=[CH:9][CH:10]=[CH:11][CH:12]=2)[NH:7][C:6]=1[C:14]1[CH:19]=[CH:18][C:17]([Cl:20])=[C:16]([S:21](=[O:34])(=[O:33])[NH:22][CH2:23][CH2:24][C:25]2[CH:30]=[CH:29][CH:28]=[CH:27][C:26]=2[O:31][CH3:32])[CH:15]=1.O.[OH-].[Li+]. (7) Given the product [CH2:35]([O:37][C:38](=[O:43])[CH2:39][C:11]([C@H:8]1[CH2:9][CH2:10][N:5]([C:3]([O:2][CH3:1])=[O:4])[C@@H:6]([C:14]2[CH:19]=[C:18]([F:20])[C:17]([F:21])=[CH:16][C:15]=2[F:22])[CH2:7]1)=[O:13])[CH3:36], predict the reactants needed to synthesize it. The reactants are: [CH3:1][O:2][C:3]([N:5]1[CH2:10][CH2:9][CH:8]([C:11]([OH:13])=O)[CH2:7][CH:6]1[C:14]1[CH:19]=[C:18]([F:20])[C:17]([F:21])=[CH:16][C:15]=1[F:22])=[O:4].N1(C(N2C=CN=C2)=O)C=CN=C1.[CH2:35]([O:37][C:38](=[O:43])[CH2:39]C([O-])=O)[CH3:36].[K+].[Cl-].[Mg+2].[Cl-].Cl. (8) Given the product [CH:1]1([C:7]2[C:8]3[CH:9]=[CH:10][C:11]([C:30]([NH:32][S:33]([N:36]([CH3:37])[CH3:38])(=[O:34])=[O:35])=[O:31])=[CH:12][C:13]=3[N:14]3[CH2:20][CH:19]([C:21]([N:60]=[N+:61]=[N-:62])=[O:22])[CH2:18][C:17]4[CH:24]=[C:25]([O:28][CH3:29])[CH:26]=[CH:27][C:16]=4[C:15]=23)[CH2:6][CH2:5][CH2:4][CH2:3][CH2:2]1, predict the reactants needed to synthesize it. The reactants are: [CH:1]1([C:7]2[C:8]3[CH:9]=[CH:10][C:11]([C:30]([NH:32][S:33]([N:36]([CH3:38])[CH3:37])(=[O:35])=[O:34])=[O:31])=[CH:12][C:13]=3[N:14]3[CH2:20][CH:19]([C:21](O)=[O:22])[CH2:18][C:17]4[CH:24]=[C:25]([O:28][CH3:29])[CH:26]=[CH:27][C:16]=4[C:15]=23)[CH2:6][CH2:5][CH2:4][CH2:3][CH2:2]1.C(N(CC)CC)C.C1(P([N:60]=[N+:61]=[N-:62])(C2C=CC=CC=2)=O)C=CC=CC=1.